Dataset: Full USPTO retrosynthesis dataset with 1.9M reactions from patents (1976-2016). Task: Predict the reactants needed to synthesize the given product. (1) Given the product [CH3:43][O:42][C:39]1[CH:38]=[N:37][C:36]([O:1][CH2:2][CH2:3][O:4][C:5]2[N:10]=[C:9]([C:11]3[N:16]=[CH:15][CH:14]=[CH:13][N:12]=3)[N:8]=[C:7]([NH:17][S:18]([CH2:21][CH2:22][CH3:23])(=[O:20])=[O:19])[C:6]=2[O:24][C:25]2[CH:30]=[CH:29][CH:28]=[CH:27][C:26]=2[O:31][CH3:32])=[N:41][CH:40]=1, predict the reactants needed to synthesize it. The reactants are: [OH:1][CH2:2][CH2:3][O:4][C:5]1[N:10]=[C:9]([C:11]2[N:16]=[CH:15][CH:14]=[CH:13][N:12]=2)[N:8]=[C:7]([NH:17][S:18]([CH2:21][CH2:22][CH3:23])(=[O:20])=[O:19])[C:6]=1[O:24][C:25]1[CH:30]=[CH:29][CH:28]=[CH:27][C:26]=1[O:31][CH3:32].[H-].[Na+].Cl[C:36]1[N:41]=[CH:40][C:39]([O:42][CH3:43])=[CH:38][N:37]=1.C(O)(=O)CC(CC(O)=O)(C(O)=O)O. (2) Given the product [N:1]1([CH2:4][CH2:5][O:6][C:14](=[O:16])[CH2:13][CH2:12][CH2:11][CH2:10][C:9]([O:19][CH2:20][CH2:4][N:1]2[CH2:3][CH2:2]2)=[O:18])[CH2:3][CH2:2]1, predict the reactants needed to synthesize it. The reactants are: [N:1]1([CH2:4][CH2:5][OH:6])[CH2:3][CH2:2]1.[H-].[Na+].[C:9]([O:19][CH3:20])(=[O:18])[CH2:10][CH2:11][CH2:12][CH2:13][C:14]([O:16]C)=O. (3) Given the product [F:1][C:2]1[CH:3]=[CH:4][CH:5]=[C:6]2[C:10]=1[N:9]([CH:11]([CH3:13])[CH3:12])[N:8]=[C:7]2[C:14]1[CH:19]=[CH:18][C:17]([OH:20])=[CH:16][C:15]=1[CH3:22], predict the reactants needed to synthesize it. The reactants are: [F:1][C:2]1[CH:3]=[CH:4][CH:5]=[C:6]2[C:10]=1[N:9]([CH:11]([CH3:13])[CH3:12])[N:8]=[C:7]2[C:14]1[CH:19]=[CH:18][C:17]([O:20]C)=[CH:16][C:15]=1[CH3:22].B(Br)(Br)Br.C1CCCCC=1. (4) Given the product [ClH:7].[N:8]12[CH2:15][CH2:14][CH:11]([CH2:12][CH2:13]1)[C@@H:10]([NH:16][C:17]([C:19]1[S:20][C:21]3[CH:27]=[CH:26][C:25]([C:29]4[CH:34]=[CH:33][CH:32]=[CH:31][CH:30]=4)=[CH:24][C:22]=3[CH:23]=1)=[O:18])[CH2:9]2, predict the reactants needed to synthesize it. The reactants are: C(=O)([O-])[O-].[Na+].[Na+].[ClH:7].[N:8]12[CH2:15][CH2:14][CH:11]([CH2:12][CH2:13]1)[C@@H:10]([NH:16][C:17]([C:19]1[S:20][C:21]3[CH:27]=[CH:26][C:25](Br)=[CH:24][C:22]=3[CH:23]=1)=[O:18])[CH2:9]2.[C:29]1(B(O)O)[CH:34]=[CH:33][CH:32]=[CH:31][CH:30]=1. (5) The reactants are: Br[C:2]1[S:3][CH:4]=[C:5]([C:7]2[CH:12]=[CH:11][C:10]([Br:13])=[CH:9][CH:8]=2)[N:6]=1.[NH2:14][C@@H:15]([CH3:18])[CH2:16][OH:17]. Given the product [Br:13][C:10]1[CH:11]=[CH:12][C:7]([C:5]2[N:6]=[C:2]([NH:14][C@@H:15]([CH3:18])[CH2:16][OH:17])[S:3][CH:4]=2)=[CH:8][CH:9]=1, predict the reactants needed to synthesize it.